From a dataset of Full USPTO retrosynthesis dataset with 1.9M reactions from patents (1976-2016). Predict the reactants needed to synthesize the given product. (1) Given the product [Br:31][C:32]1[CH:37]=[CH:36][C:35]([Br:38])=[CH:34][C:33]=1[S:39]([NH:1][C@H:2]1[CH2:6][N:5]([C:7]([O:9][C:10]([CH3:11])([CH3:12])[CH3:13])=[O:8])[C@@H:4]([CH2:14][O:15][C:16](=[O:21])[C:17]([CH3:20])([CH3:19])[CH3:18])[CH2:3]1)(=[O:41])=[O:40], predict the reactants needed to synthesize it. The reactants are: [NH2:1][C@H:2]1[CH2:6][N:5]([C:7]([O:9][C:10]([CH3:13])([CH3:12])[CH3:11])=[O:8])[C@@H:4]([CH2:14][O:15][C:16](=[O:21])[C:17]([CH3:20])([CH3:19])[CH3:18])[CH2:3]1.CCN(C(C)C)C(C)C.[Br:31][C:32]1[CH:37]=[CH:36][C:35]([Br:38])=[CH:34][C:33]=1[S:39](Cl)(=[O:41])=[O:40]. (2) Given the product [NH:1]([C:12]([O:14][CH2:15][C:16]1[CH:21]=[CH:20][CH:19]=[CH:18][CH:17]=1)=[O:13])[C@H:2]([C:4]([NH:6][C@H:7]([C:9]([O:11][N:28]1[C:32](=[O:33])[CH2:31][CH2:30][C:29]1=[O:34])=[O:10])[CH3:8])=[O:5])[CH3:3], predict the reactants needed to synthesize it. The reactants are: [NH:1]([C:12]([O:14][CH2:15][C:16]1[CH:21]=[CH:20][CH:19]=[CH:18][CH:17]=1)=[O:13])[C@H:2]([C:4]([NH:6][C@H:7]([C:9]([OH:11])=[O:10])[CH3:8])=[O:5])[CH3:3].C1COCC1.O[N:28]1[C:32](=[O:33])[CH2:31][CH2:30][C:29]1=[O:34].C1(N=C=NC2CCCCC2)CCCCC1. (3) Given the product [O:25]=[S:22]1(=[O:26])[CH2:23][CH2:24][N:19]([C:2]2[C:10]3[N:9]4[CH2:11][CH2:12][NH:13][C:14](=[O:15])[C:8]4=[C:7]([CH3:16])[C:6]=3[CH:5]=[C:4]([C:17]#[N:18])[CH:3]=2)[CH2:20][CH2:21]1, predict the reactants needed to synthesize it. The reactants are: Br[C:2]1[C:10]2[N:9]3[CH2:11][CH2:12][NH:13][C:14](=[O:15])[C:8]3=[C:7]([CH3:16])[C:6]=2[CH:5]=[C:4]([C:17]#[N:18])[CH:3]=1.[NH:19]1[CH2:24][CH2:23][S:22](=[O:26])(=[O:25])[CH2:21][CH2:20]1. (4) The reactants are: [NH:1]1[C:9]2[C:4](=[CH:5][C:6]([CH2:10][NH2:11])=[CH:7][CH:8]=2)[CH:3]=[CH:2]1.[CH2:12]([N:20]=[C:21]=[S:22])[CH2:13][C:14]1[CH:19]=[CH:18][CH:17]=[CH:16][CH:15]=1. Given the product [NH:1]1[C:9]2[C:4](=[CH:5][C:6]([CH2:10][NH:11][C:21]([NH:20][CH2:12][CH2:13][C:14]3[CH:19]=[CH:18][CH:17]=[CH:16][CH:15]=3)=[S:22])=[CH:7][CH:8]=2)[CH:3]=[CH:2]1, predict the reactants needed to synthesize it. (5) Given the product [CH:22]1[C:23]2[C:18](=[C:17]([NH:16][C:15]([C:6]3([C:4]([OH:5])=[O:3])[CH2:7][C:8]4[C:13](=[CH:12][CH:11]=[CH:10][CH:9]=4)[CH2:14]3)=[O:27])[CH:26]=[CH:25][CH:24]=2)[CH:19]=[CH:20][N:21]=1, predict the reactants needed to synthesize it. The reactants are: C([O:3][C:4]([C:6]1([C:15](=[O:27])[NH:16][C:17]2[CH:26]=[CH:25][CH:24]=[C:23]3[C:18]=2[CH:19]=[CH:20][N:21]=[CH:22]3)[CH2:14][C:13]2[C:8](=[CH:9][CH:10]=[CH:11][CH:12]=2)[CH2:7]1)=[O:5])C.O1CCOCC1.CO.O. (6) Given the product [C:1]([O:5][C:6](=[O:22])[NH:7][C:8]1[CH:13]=[C:12]([O:14][CH2:15][CH3:16])[C:11]([C:17]([F:20])([F:19])[F:18])=[CH:10][C:9]=1[NH:21][C:28](=[O:27])[CH2:29][C:30]([C:32]1[CH:37]=[CH:36][CH:35]=[C:34]([C:38]2[CH:43]=[CH:42][N:41]=[C:40]([CH2:44][CH:45]([CH3:46])[CH3:47])[CH:39]=2)[CH:33]=1)=[O:31])([CH3:2])([CH3:3])[CH3:4], predict the reactants needed to synthesize it. The reactants are: [C:1]([O:5][C:6](=[O:22])[NH:7][C:8]1[CH:13]=[C:12]([O:14][CH2:15][CH3:16])[C:11]([C:17]([F:20])([F:19])[F:18])=[CH:10][C:9]=1[NH2:21])([CH3:4])([CH3:3])[CH3:2].C([O:27][C:28](=O)[CH2:29][C:30]([C:32]1[CH:37]=[CH:36][CH:35]=[C:34]([C:38]2[CH:43]=[CH:42][N:41]=[C:40]([CH2:44][CH:45]([CH3:47])[CH3:46])[CH:39]=2)[CH:33]=1)=[O:31])(C)(C)C. (7) Given the product [Cl:1][C:2]1[CH:3]=[C:4]([CH:21]=[CH:22][C:23]=1[Cl:24])[CH2:5][C:6]1[NH:15][C:14](=[O:16])[C:13]2[C:8](=[CH:9][C:10]([C:17]([OH:19])=[O:18])=[CH:11][CH:12]=2)[N:7]=1, predict the reactants needed to synthesize it. The reactants are: [Cl:1][C:2]1[CH:3]=[C:4]([CH:21]=[CH:22][C:23]=1[Cl:24])[CH2:5][C:6]1[NH:15][C:14](=[O:16])[C:13]2[C:8](=[CH:9][C:10]([C:17]([O:19]C)=[O:18])=[CH:11][CH:12]=2)[N:7]=1.[OH-].[Na+].Cl.